Dataset: Peptide-MHC class II binding affinity with 134,281 pairs from IEDB. Task: Regression. Given a peptide amino acid sequence and an MHC pseudo amino acid sequence, predict their binding affinity value. This is MHC class II binding data. (1) The peptide sequence is KGGRKPARLIVFPDLGVRVC. The MHC is DRB1_0802 with pseudo-sequence DRB1_0802. The binding affinity (normalized) is 0.300. (2) The peptide sequence is AVIRGKKGAGGITIK. The MHC is HLA-DPA10103-DPB10301 with pseudo-sequence HLA-DPA10103-DPB10301. The binding affinity (normalized) is 0.0678. (3) The peptide sequence is LNKIVRMYSPVSILDI. The MHC is HLA-DPA10201-DPB10501 with pseudo-sequence HLA-DPA10201-DPB10501. The binding affinity (normalized) is 0.502. (4) The peptide sequence is LAKYKANWIEIMRIK. The MHC is DRB1_1602 with pseudo-sequence DRB1_1602. The binding affinity (normalized) is 0.455.